This data is from Catalyst prediction with 721,799 reactions and 888 catalyst types from USPTO. The task is: Predict which catalyst facilitates the given reaction. (1) Reactant: [CH3:1][O:2][C:3]1[CH:15]=[CH:14][C:13]2[C:12]3[C:7](=[CH:8][CH:9]=[CH:10][CH:11]=3)[NH:6][C:5]=2[CH:4]=1.[H-].[Na+].Br[CH2:19][CH2:20][C:21]([CH3:24])([CH3:23])[CH3:22]. Product: [CH3:22][C:21]([CH3:24])([CH3:23])[CH2:20][CH2:19][N:6]1[C:5]2[CH:4]=[C:3]([O:2][CH3:1])[CH:15]=[CH:14][C:13]=2[C:12]2[C:7]1=[CH:8][CH:9]=[CH:10][CH:11]=2. The catalyst class is: 3. (2) Reactant: [OH:1][CH:2]([O:20][C:21]1[CH:22]=[C:23]([N+:65]([O-:67])=[O:66])[CH:24]=[C:25]([O:46][CH2:47][CH2:48][CH2:49][CH2:50][CH2:51][CH2:52][CH2:53][CH2:54][CH2:55][CH2:56][CH2:57][CH2:58][CH2:59][CH2:60][CH2:61][CH2:62][CH2:63][CH3:64])[C:26]=1[O:27][CH2:28][CH2:29][CH2:30][CH2:31][CH2:32][CH2:33][CH2:34][CH2:35][CH2:36][CH2:37][CH2:38][CH2:39][CH2:40][CH2:41][CH2:42][CH2:43][CH2:44][CH3:45])[CH2:3][CH2:4][CH2:5][CH2:6][CH2:7][CH2:8][CH2:9][CH2:10][CH2:11][CH2:12][CH2:13][CH2:14][CH2:15][CH2:16][CH2:17][CH2:18][CH3:19].[C:68](Cl)([CH:70]=[CH2:71])=[O:69]. Product: [C:68]([O:1][CH:2]([O:20][C:21]1[CH:22]=[C:23]([N+:65]([O-:67])=[O:66])[CH:24]=[C:25]([O:46][CH2:47][CH2:48][CH2:49][CH2:50][CH2:51][CH2:52][CH2:53][CH2:54][CH2:55][CH2:56][CH2:57][CH2:58][CH2:59][CH2:60][CH2:61][CH2:62][CH2:63][CH3:64])[C:26]=1[O:27][CH2:28][CH2:29][CH2:30][CH2:31][CH2:32][CH2:33][CH2:34][CH2:35][CH2:36][CH2:37][CH2:38][CH2:39][CH2:40][CH2:41][CH2:42][CH2:43][CH2:44][CH3:45])[CH2:3][CH2:4][CH2:5][CH2:6][CH2:7][CH2:8][CH2:9][CH2:10][CH2:11][CH2:12][CH2:13][CH2:14][CH2:15][CH2:16][CH2:17][CH2:18][CH3:19])(=[O:69])[CH:70]=[CH2:71]. The catalyst class is: 17. (3) Reactant: O=C1C2C(=CC=CC=2)C(=O)[N:3]1[O:12][CH2:13][C@@H:14]([NH:16][C:17](=[O:23])[O:18][C:19]([CH3:22])([CH3:21])[CH3:20])[CH3:15].O.NN. Product: [C:19]([O:18][C:17](=[O:23])[NH:16][C@@H:14]([CH3:15])[CH2:13][O:12][NH2:3])([CH3:22])([CH3:20])[CH3:21]. The catalyst class is: 511. (4) Reactant: [NH2:1][C:2]1[CH:3]=[C:4]2[C:8](=[CH:9][CH:10]=1)[NH:7][CH:6]=[CH:5]2.[Cl:11][C:12]1[CH:13]=[C:14]([S:19](Cl)(=[O:21])=[O:20])[CH:15]=[C:16]([Cl:18])[CH:17]=1.O.C(OCC)(=O)C. Product: [Cl:18][C:16]1[CH:15]=[C:14]([S:19]([NH:1][C:2]2[CH:3]=[C:4]3[C:8](=[CH:9][CH:10]=2)[NH:7][CH:6]=[CH:5]3)(=[O:20])=[O:21])[CH:13]=[C:12]([Cl:11])[CH:17]=1. The catalyst class is: 17. (5) Reactant: [BH4-].[Na+].C1COCC1.[Cl:8][C:9]1[C:13]([Cl:14])=[C:12]([C:15](Cl)=[O:16])[S:11][N:10]=1.C(O)(=O)CC(CC(O)=O)(C(O)=O)O. Product: [Cl:8][C:9]1[C:13]([Cl:14])=[C:12]([CH2:15][OH:16])[S:11][N:10]=1. The catalyst class is: 6. (6) Reactant: Cl.C(OC([N:9]1[CH2:14][CH2:13][CH:12]([N:15]2[CH:19]=[C:18]([C:20]3[CH:29]=[CH:28][C:27]4[C:26]([CH3:31])([CH3:30])[CH2:25][CH2:24][C:23]([CH3:33])([CH3:32])[C:22]=4[CH:21]=3)[N:17]=[N:16]2)[CH2:11][CH2:10]1)=O)(C)(C)C. Product: [CH3:30][C:26]1([CH3:31])[CH2:25][CH2:24][C:23]([CH3:32])([CH3:33])[C:22]2[CH:21]=[C:20]([C:18]3[N:17]=[N:16][N:15]([CH:12]4[CH2:13][CH2:14][NH:9][CH2:10][CH2:11]4)[CH:19]=3)[CH:29]=[CH:28][C:27]1=2. The catalyst class is: 12.